From a dataset of Peptide-MHC class I binding affinity with 185,985 pairs from IEDB/IMGT. Regression. Given a peptide amino acid sequence and an MHC pseudo amino acid sequence, predict their binding affinity value. This is MHC class I binding data. (1) The peptide sequence is ALDLSHFLK. The MHC is HLA-A68:01 with pseudo-sequence HLA-A68:01. The binding affinity (normalized) is 0.116. (2) The peptide sequence is AARIAGRHM. The MHC is HLA-B07:02 with pseudo-sequence HLA-B07:02. The binding affinity (normalized) is 0.515. (3) The peptide sequence is KATLTEGVY. The binding affinity (normalized) is 0.659. The MHC is HLA-A30:02 with pseudo-sequence HLA-A30:02. (4) The peptide sequence is KMQQNIQEL. The MHC is HLA-A02:06 with pseudo-sequence HLA-A02:06. The binding affinity (normalized) is 0.419.